Dataset: Forward reaction prediction with 1.9M reactions from USPTO patents (1976-2016). Task: Predict the product of the given reaction. Given the reactants [NH:1]1[CH:5]=[CH:4][N:3]=[C:2]1[CH:6]=[O:7].[H-].[Na+].[Cl:10][C:11]1[CH:12]=[CH:13][C:14](F)=[C:15]([C:17]([C:19]2[CH:24]=[CH:23][CH:22]=[C:21]([O:25][CH3:26])[C:20]=2[O:27][CH3:28])=[O:18])[CH:16]=1.C(OCC)(=O)C, predict the reaction product. The product is: [Cl:10][C:11]1[CH:12]=[CH:13][C:14]([N:1]2[CH:5]=[CH:4][N:3]=[C:2]2[CH:6]=[O:7])=[C:15]([C:17](=[O:18])[C:19]2[CH:24]=[CH:23][CH:22]=[C:21]([O:25][CH3:26])[C:20]=2[O:27][CH3:28])[CH:16]=1.